From a dataset of Forward reaction prediction with 1.9M reactions from USPTO patents (1976-2016). Predict the product of the given reaction. (1) Given the reactants C[N:2]1[C:10]2[C:5](=[CH:6][CH:7]=[C:8]([NH2:11])[CH:9]=2)[CH:4]=[CH:3]1.[C:12](Cl)(=[O:16])[CH:13]([CH3:15])[CH3:14].C(OCC)(=O)C, predict the reaction product. The product is: [NH:2]1[C:10]2[C:5](=[CH:6][CH:7]=[C:8]([NH:11][C:12](=[O:16])[CH:13]([CH3:15])[CH3:14])[CH:9]=2)[CH:4]=[CH:3]1. (2) The product is: [Br:14][C:15]1[CH:16]=[CH:17][C:18]([O:23][CH:24]([F:25])[F:26])=[C:19]([CH:20]=[C:5]2[C:4]([CH3:9])([CH3:8])[O:3][C:2]([CH3:10])([CH3:1])[C:6]2=[O:7])[CH:22]=1. Given the reactants [CH3:1][C:2]1([CH3:10])[C:6](=[O:7])[CH2:5][C:4]([CH3:9])([CH3:8])[O:3]1.C[O-].[Na+].[Br:14][C:15]1[CH:16]=[CH:17][C:18]([O:23][CH:24]([F:26])[F:25])=[C:19]([CH:22]=1)[CH:20]=O, predict the reaction product.